Dataset: In vitro SARS-CoV-2 activity screen of 1,480 approved drugs from Prestwick library. Task: Binary Classification. Given a drug SMILES string, predict its activity (active/inactive) in a high-throughput screening assay against a specified biological target. The molecule is CO/N=C(\C(=O)N[C@@H]1C(=O)N2C(C(=O)OCOC(=O)C(C)(C)C)=C(/C=C\c3scnc3C)CS[C@H]12)c1csc(N)n1. The result is 0 (inactive).